Predict which catalyst facilitates the given reaction. From a dataset of Catalyst prediction with 721,799 reactions and 888 catalyst types from USPTO. (1) Reactant: C(OC(=O)[NH:7][C@H:8]([CH2:22][C:23]1[CH:28]=[CH:27][C:26]([F:29])=[C:25]([F:30])[CH:24]=1)[C@@H:9]([OH:21])[CH2:10][NH:11][CH2:12][C:13]1[CH:18]=[CH:17][CH:16]=[C:15]([O:19][CH3:20])[CH:14]=1)(C)(C)C.Cl. Product: [NH2:7][C@@H:8]([CH2:22][C:23]1[CH:28]=[CH:27][C:26]([F:29])=[C:25]([F:30])[CH:24]=1)[C@H:9]([OH:21])[CH2:10][NH:11][CH2:12][C:13]1[CH:18]=[CH:17][CH:16]=[C:15]([O:19][CH3:20])[CH:14]=1. The catalyst class is: 135. (2) Reactant: [CH2:1]([O:8][C:9]1[C:14]([C:15]2[CH:20]=[CH:19][C:18]([C:21]([F:24])([F:23])[F:22])=[CH:17][CH:16]=2)=[CH:13][C:12]([C@@H:25]2[CH2:27][C@H:26]2[NH:28][CH2:29][CH2:30][N:31]2[CH2:35][CH2:34][C@@H:33]([NH:36]C(=O)OC(C)(C)C)[CH2:32]2)=[CH:11][CH:10]=1)[C:2]1[CH:7]=[CH:6][CH:5]=[CH:4][CH:3]=1.[ClH:44]. Product: [ClH:44].[ClH:44].[CH2:1]([O:8][C:9]1[C:14]([C:15]2[CH:16]=[CH:17][C:18]([C:21]([F:23])([F:24])[F:22])=[CH:19][CH:20]=2)=[CH:13][C:12]([C@@H:25]2[CH2:27][C@H:26]2[NH:28][CH2:29][CH2:30][N:31]2[CH2:35][CH2:34][C@@H:33]([NH2:36])[CH2:32]2)=[CH:11][CH:10]=1)[C:2]1[CH:3]=[CH:4][CH:5]=[CH:6][CH:7]=1. The catalyst class is: 12. (3) Reactant: [NH:1]([C:3]1[N:8]=[C:7]([N:9]2[CH2:14][CH2:13][O:12][CH2:11][CH2:10]2)[N:6]=[C:5]([O:15][CH2:16][C:17]([CH3:20])([OH:19])[CH3:18])[CH:4]=1)[NH2:2].[N:21]([O-])=O.[Na+].C(OCC)(=O)C. Product: [N:1]([C:3]1[N:8]=[C:7]([N:9]2[CH2:14][CH2:13][O:12][CH2:11][CH2:10]2)[N:6]=[C:5]([O:15][CH2:16][C:17]([CH3:20])([OH:19])[CH3:18])[CH:4]=1)=[N+:2]=[N-:21]. The catalyst class is: 86. (4) Reactant: [CH3:1][O:2][C:3]([C:5]1[S:6][C:7]([C:12]([OH:14])=O)=[CH:8][C:9]=1[C:10]#[N:11])=[O:4].C(N(CC)CC)C.CN(C(ON1N=NC2C=CC=CC1=2)=[N+](C)C)C.F[P-](F)(F)(F)(F)F.C1C=CC2N(O)N=NC=2C=1.[NH2:56][CH2:57][C:58]1[CH:59]=[C:60]([OH:64])[CH:61]=[CH:62][CH:63]=1. Product: [CH3:1][O:2][C:3]([C:5]1[S:6][C:7]([C:12](=[O:14])[NH:56][CH2:57][C:58]2[CH:63]=[CH:62][CH:61]=[C:60]([OH:64])[CH:59]=2)=[CH:8][C:9]=1[C:10]#[N:11])=[O:4]. The catalyst class is: 3. (5) Reactant: [F:1][C:2]([F:18])([F:17])[C:3]1[CH:8]=[CH:7][C:6]([C:9]2[CH:14]=[CH:13][C:12]([CH:15]=[O:16])=[CH:11][CH:10]=2)=[CH:5][CH:4]=1.[CH2:19]([Mg]Br)[CH:20]([CH3:22])[CH3:21]. Product: [CH3:19][CH:20]([CH3:22])[CH2:21][CH:15]([C:12]1[CH:13]=[CH:14][C:9]([C:6]2[CH:5]=[CH:4][C:3]([C:2]([F:17])([F:18])[F:1])=[CH:8][CH:7]=2)=[CH:10][CH:11]=1)[OH:16]. The catalyst class is: 7. (6) Reactant: [CH3:1][O:2][C:3](=[O:27])[CH:4]([O:24][CH2:25][CH3:26])[CH2:5][C:6]1[CH:11]=[CH:10][C:9]([C:12]2([CH2:15][NH:16][CH2:17][CH2:18][CH2:19][CH2:20][CH2:21][CH2:22][CH3:23])[CH2:14][CH2:13]2)=[CH:8][CH:7]=1.[F:28][C:29]1[CH:34]=[C:33]([F:35])[CH:32]=[CH:31][C:30]=1[N:36]=[C:37]=[O:38].C(N(CC)C(C)C)(C)C.Cl. Product: [CH3:1][O:2][C:3](=[O:27])[CH:4]([O:24][CH2:25][CH3:26])[CH2:5][C:6]1[CH:11]=[CH:10][C:9]([C:12]2([CH2:15][N:16]([CH2:17][CH2:18][CH2:19][CH2:20][CH2:21][CH2:22][CH3:23])[C:37]([NH:36][C:30]3[CH:31]=[CH:32][C:33]([F:35])=[CH:34][C:29]=3[F:28])=[O:38])[CH2:13][CH2:14]2)=[CH:8][CH:7]=1. The catalyst class is: 11.